Dataset: Peptide-MHC class I binding affinity with 185,985 pairs from IEDB/IMGT. Task: Regression. Given a peptide amino acid sequence and an MHC pseudo amino acid sequence, predict their binding affinity value. This is MHC class I binding data. (1) The peptide sequence is VLPACLGIL. The MHC is HLA-E01:01 with pseudo-sequence HLA-E01:03. The binding affinity (normalized) is 0.0847. (2) The MHC is HLA-A02:01 with pseudo-sequence HLA-A02:01. The binding affinity (normalized) is 0.607. The peptide sequence is GLVDVCFWST. (3) The peptide sequence is TMNVTTHKY. The MHC is HLA-A03:01 with pseudo-sequence HLA-A03:01. The binding affinity (normalized) is 0.676. (4) The peptide sequence is SQVRVPTVF. The MHC is HLA-A26:01 with pseudo-sequence HLA-A26:01. The binding affinity (normalized) is 0.0847. (5) The peptide sequence is NFLDGFLKF. The MHC is HLA-A24:02 with pseudo-sequence HLA-A24:02. The binding affinity (normalized) is 0.425. (6) The peptide sequence is AMHYIRHRA. The MHC is HLA-B07:02 with pseudo-sequence HLA-B07:02. The binding affinity (normalized) is 0.0847. (7) The MHC is HLA-B45:01 with pseudo-sequence HLA-B45:01. The peptide sequence is IENATFFIF. The binding affinity (normalized) is 0.558. (8) The peptide sequence is EAMAFLEESH. The MHC is HLA-A68:01 with pseudo-sequence HLA-A68:01. The binding affinity (normalized) is 0.311. (9) The peptide sequence is VPPTNSINK. The MHC is HLA-A02:01 with pseudo-sequence HLA-A02:01. The binding affinity (normalized) is 0.0847. (10) The peptide sequence is KQWGWFALL. The MHC is HLA-B08:01 with pseudo-sequence HLA-B08:01. The binding affinity (normalized) is 0.0847.